Dataset: Catalyst prediction with 721,799 reactions and 888 catalyst types from USPTO. Task: Predict which catalyst facilitates the given reaction. (1) Reactant: CON(C)[C:4](=[O:18])[C@@H:5]([NH:7][C:8](=[O:17])[O:9][CH2:10][C:11]1[CH:16]=[CH:15][CH:14]=[CH:13][CH:12]=1)[CH3:6].Br[C:21]1[CH:22]=[C:23]([C:28]([F:31])([F:30])[F:29])[CH:24]=[C:25]([F:27])[CH:26]=1.C([Mg]Cl)(C)C. Product: [F:27][C:25]1[CH:26]=[C:21]([C:4](=[O:18])[C@@H:5]([NH:7][C:8](=[O:17])[O:9][CH2:10][C:11]2[CH:12]=[CH:13][CH:14]=[CH:15][CH:16]=2)[CH3:6])[CH:22]=[C:23]([C:28]([F:29])([F:30])[F:31])[CH:24]=1. The catalyst class is: 220. (2) Reactant: [C:1]([C:9]1[CH:36]=[CH:35][C:12]2[N:13]([CH2:17][CH2:18][O:19][C:20]3[CH:34]=[CH:33][C:23]([CH2:24][CH:25]([C:29]([O:31][CH3:32])=[O:30])[C:26](O)=[O:27])=[CH:22][CH:21]=3)[C:14](=[O:16])[S:15][C:11]=2[CH:10]=1)(=[O:8])[C:2]1[CH:7]=[CH:6][CH:5]=[CH:4][CH:3]=1.S(Cl)(Cl)=O.[CH3:41][NH2:42]. Product: [C:1]([C:9]1[CH:36]=[CH:35][C:12]2[N:13]([CH2:17][CH2:18][O:19][C:20]3[CH:34]=[CH:33][C:23]([CH2:24][CH:25]([C:26]([NH:42][CH3:41])=[O:27])[C:29]([O:31][CH3:32])=[O:30])=[CH:22][CH:21]=3)[C:14](=[O:16])[S:15][C:11]=2[CH:10]=1)(=[O:8])[C:2]1[CH:7]=[CH:6][CH:5]=[CH:4][CH:3]=1. The catalyst class is: 4.